From a dataset of CYP1A2 inhibition data for predicting drug metabolism from PubChem BioAssay. Regression/Classification. Given a drug SMILES string, predict its absorption, distribution, metabolism, or excretion properties. Task type varies by dataset: regression for continuous measurements (e.g., permeability, clearance, half-life) or binary classification for categorical outcomes (e.g., BBB penetration, CYP inhibition). Dataset: cyp1a2_veith. The result is 0 (non-inhibitor). The compound is CCOc1ccc(C(=O)Cc2cc(OC)c(OC)cc2[N+](=O)[O-])cc1.